This data is from Experimentally validated miRNA-target interactions with 360,000+ pairs, plus equal number of negative samples. The task is: Binary Classification. Given a miRNA mature sequence and a target amino acid sequence, predict their likelihood of interaction. The miRNA is hsa-miR-335-5p with sequence UCAAGAGCAAUAACGAAAAAUGU. The protein sequence of the target gene is MVKLNSNPSEKGTKPPSVEDGFQTVPLITPLEVNHLQLPAPEKVIVKTRTEYQPEQKNKGKFRVPKIAEFTVTILVSLALAFLACIVFLVVYKAFTYDHSCPEGFVYKHKRCIPASLDAYYSSQDPNSRSRFYTVISHYSVAKQSTARAIGPWLSAAAVIHEPKPPKTQGH. Result: 1 (interaction).